Dataset: Forward reaction prediction with 1.9M reactions from USPTO patents (1976-2016). Task: Predict the product of the given reaction. (1) Given the reactants [Cl:1][C:2]1[CH:3]=[C:4]([CH2:8][C:9]#[N:10])[CH:5]=[CH:6][CH:7]=1.Br[CH2:12][CH2:13][CH2:14][CH2:15]Br.FC(F)(F)C1C=CC(C2(C#N)CCCC2)=CC=1, predict the reaction product. The product is: [Cl:1][C:2]1[CH:3]=[C:4]([C:8]2([C:9]#[N:10])[CH2:15][CH2:14][CH2:13][CH2:12]2)[CH:5]=[CH:6][CH:7]=1. (2) Given the reactants [S:1]1[CH:5]=[C:4]([CH2:6][N:7]([C@@H:30]([CH3:38])[CH:31]([O:35][CH2:36][CH3:37])[O:32][CH2:33][CH3:34])[C:8](=[O:29])[C@@H:9]([NH:11]C(=O)OCC2C3C=CC=CC=3C3C2=CC=CC=3)[CH3:10])[C:3]2[CH:39]=[CH:40][CH:41]=[CH:42][C:2]1=2.N1CCCCC1.CC(=O)OCC.CO, predict the reaction product. The product is: [NH2:11][C@@H:9]([CH3:10])[C:8]([N:7]([CH2:6][C:4]1[C:3]2[CH:39]=[CH:40][CH:41]=[CH:42][C:2]=2[S:1][CH:5]=1)[C@@H:30]([CH3:38])[CH:31]([O:35][CH2:36][CH3:37])[O:32][CH2:33][CH3:34])=[O:29]. (3) Given the reactants [OH:1][CH:2]([CH2:14][C@@H:15]([CH3:22])[CH2:16][CH2:17][CH:18]=[C:19]([CH3:21])[CH3:20])[C:3](=[O:13])[CH2:4][C@@H:5]([CH3:12])[CH2:6][CH2:7][CH:8]=[C:9]([CH3:11])[CH3:10].C1C=C[NH+]=CC=1.[O-][Cr](Cl)(=O)=O, predict the reaction product. The product is: [CH3:20][C:19](=[CH:18][CH2:17][CH2:16][C@H:15]([CH3:22])[CH2:14][C:2](=[O:1])[C:3](=[O:13])[CH2:4][C@@H:5]([CH3:12])[CH2:6][CH2:7][CH:8]=[C:9]([CH3:11])[CH3:10])[CH3:21]. (4) Given the reactants C(OC([N:8]1[CH2:13][CH2:12][N:11]([C:14]([C:16]2[C:17]([CH3:42])=[N:18][C:19]([CH3:41])=[C:20]([C:29](=[O:40])[NH:30]CCCC3C=CC=CC=3)[C:21]=2[C:22]2[CH:27]=[CH:26][CH:25]=[C:24]([Cl:28])[CH:23]=2)=[O:15])[CH2:10][CH2:9]1)=O)(C)(C)C.F[C:44](F)(F)[C:45]([O-])=O, predict the reaction product. The product is: [Cl:28][C:24]1[CH:23]=[C:22]([C:21]2[C:20]([CH2:23][CH2:22][CH2:27][C:45]3[CH:44]=[CH:20][CH:21]=[CH:16][CH:14]=3)([C:29]([NH2:30])=[O:40])[CH:19]([CH3:41])[N:18]=[C:17]([CH3:42])[C:16]=2[C:14]([N:11]2[CH2:12][CH2:13][NH:8][CH2:9][CH2:10]2)=[O:15])[CH:27]=[CH:26][CH:25]=1. (5) Given the reactants [F:1][C:2]1[CH:11]=[C:10]2[C:5]([CH:6]=[CH:7][C:8](=[O:12])[NH:9]2)=[N:4][CH:3]=1.[H-].[Na+].[CH2:15](I)[CH:16]=[CH2:17].O, predict the reaction product. The product is: [F:1][C:2]1[CH:11]=[C:10]2[C:5]([CH:6]=[CH:7][C:8](=[O:12])[N:9]2[CH2:17][CH:16]=[CH2:15])=[N:4][CH:3]=1. (6) Given the reactants ClC1C=C(C=CC=1Cl)O[CH:6]1[CH2:11][CH2:10][N:9]([S:12]([C:15]2[C:16]([CH3:22])=[N:17][N:18]([CH3:21])[C:19]=2[CH3:20])(=[O:14])=[O:13])[CH2:8][CH2:7]1.CN1C(C)=C(S(Cl)(=O)=O)C(C)=N1.Cl.[Cl:40][C:41]1[CH:42]=[C:43]([CH:51]=[CH:52][C:53]=1[Cl:54])[CH2:44]C1CCNCC1, predict the reaction product. The product is: [Cl:40][C:41]1[CH:42]=[C:43]([CH:51]=[CH:52][C:53]=1[Cl:54])[CH2:44][CH:6]1[CH2:7][CH2:8][N:9]([S:12]([C:15]2[C:16]([CH3:22])=[N:17][N:18]([CH3:21])[C:19]=2[CH3:20])(=[O:13])=[O:14])[CH2:10][CH2:11]1. (7) Given the reactants [Na+].[C:2]([C:4]1[CH:5]=[C:6]([C:14]2[S:18][C:17]([C:19]3[C:20]([CH3:34])=[C:21]4[C:26](=[CH:27][CH:28]=3)[CH2:25][N:24]([CH2:29][CH2:30][C:31]([O-:33])=O)[CH2:23][CH2:22]4)=[N:16][N:15]=2)[CH:7]=[CH:8][C:9]=1[O:10][CH:11]([CH3:13])[CH3:12])#[N:3].[CH2:35]([N:37](CC)[CH2:38]C)C.C(Cl)CCl.CNC.C1COCC1, predict the reaction product. The product is: [C:2]([C:4]1[CH:5]=[C:6]([C:14]2[S:18][C:17]([C:19]3[C:20]([CH3:34])=[C:21]4[C:26](=[CH:27][CH:28]=3)[CH2:25][N:24]([CH2:29][CH2:30][C:31]([N:37]([CH3:38])[CH3:35])=[O:33])[CH2:23][CH2:22]4)=[N:16][N:15]=2)[CH:7]=[CH:8][C:9]=1[O:10][CH:11]([CH3:12])[CH3:13])#[N:3]. (8) Given the reactants C(OC([N:8]1[CH2:13][CH2:12][N:11]([C:14]([C@@H:16]2[CH2:20][CH2:19][CH2:18][N:17]2[C:21](=[O:49])[CH2:22][NH:23][C:24](=[O:48])[C:25]2[CH:30]=[CH:29][C:28]([S:31](=[O:47])(=[O:46])[NH:32][C:33]3[CH:38]=[CH:37][CH:36]=[CH:35][C:34]=3[O:39][C:40]3[CH:45]=[CH:44][CH:43]=[CH:42][CH:41]=3)=[CH:27][CH:26]=2)=[O:15])[CH2:10][CH2:9]1)=O)(C)(C)C.C(OCC)C.[Cl:55]CCl, predict the reaction product. The product is: [ClH:55].[O:49]=[C:21]([N:17]1[CH2:18][CH2:19][CH2:20][C@H:16]1[C:14]([N:11]1[CH2:12][CH2:13][NH:8][CH2:9][CH2:10]1)=[O:15])[CH2:22][NH:23][C:24](=[O:48])[C:25]1[CH:26]=[CH:27][C:28]([S:31](=[O:47])(=[O:46])[NH:32][C:33]2[CH:38]=[CH:37][CH:36]=[CH:35][C:34]=2[O:39][C:40]2[CH:41]=[CH:42][CH:43]=[CH:44][CH:45]=2)=[CH:29][CH:30]=1. (9) Given the reactants [C:1]([O:5][C:6]([NH:8][CH2:9][C@H:10]([NH:15][C:16]([C:18]1[CH:23]=[CH:22][C:21]([C:24]#[CH:25])=[CH:20][CH:19]=1)=[O:17])[C:11]([O:13][CH3:14])=[O:12])=[O:7])([CH3:4])([CH3:3])[CH3:2].[C:26]([O:30][C:31]([NH:33][CH2:34][C:35]([NH:37][C:38]1[CH:43]=[CH:42][C:41](I)=[CH:40][CH:39]=1)=[O:36])=[O:32])([CH3:29])([CH3:28])[CH3:27].CCN(CC)CC, predict the reaction product. The product is: [C:1]([O:5][C:6]([NH:8][CH2:9][C@H:10]([NH:15][C:16]([C:18]1[CH:19]=[CH:20][C:21]([C:24]#[C:25][C:41]2[CH:42]=[CH:43][C:38]([NH:37][C:35](=[O:36])[CH2:34][NH:33][C:31]([O:30][C:26]([CH3:28])([CH3:27])[CH3:29])=[O:32])=[CH:39][CH:40]=2)=[CH:22][CH:23]=1)=[O:17])[C:11]([O:13][CH3:14])=[O:12])=[O:7])([CH3:4])([CH3:3])[CH3:2]. (10) Given the reactants Br[C:2]1[N:7]2[N:8]=[C:9]([NH:11][C:12](=[O:19])[C:13]3[CH:18]=[CH:17][CH:16]=[N:15][CH:14]=3)[N:10]=[C:6]2[CH:5]=[CH:4][CH:3]=1.[CH:20]1([NH2:23])[CH2:22][CH2:21]1, predict the reaction product. The product is: [CH:20]1([NH:23][C:2]2[N:7]3[N:8]=[C:9]([NH:11][C:12](=[O:19])[C:13]4[CH:18]=[CH:17][CH:16]=[N:15][CH:14]=4)[N:10]=[C:6]3[CH:5]=[CH:4][CH:3]=2)[CH2:22][CH2:21]1.